Regression. Given a peptide amino acid sequence and an MHC pseudo amino acid sequence, predict their binding affinity value. This is MHC class II binding data. From a dataset of Peptide-MHC class II binding affinity with 134,281 pairs from IEDB. (1) The binding affinity (normalized) is 0.546. The peptide sequence is YDKFLANVSTKLTGK. The MHC is DRB1_1001 with pseudo-sequence DRB1_1001. (2) The peptide sequence is GKCDSAGRSRRSRRA. The MHC is DRB3_0101 with pseudo-sequence DRB3_0101. The binding affinity (normalized) is 0. (3) The peptide sequence is LMSFTILCLVPAYSF. The MHC is DRB1_0701 with pseudo-sequence DRB1_0701. The binding affinity (normalized) is 0.675. (4) The peptide sequence is YQIAFSRGNRAFIAI. The MHC is HLA-DQA10102-DQB10502 with pseudo-sequence CNYHQGGGARVAHIMYFGGTHYSVGASRVHVAGI. The binding affinity (normalized) is 0.573.